Dataset: Forward reaction prediction with 1.9M reactions from USPTO patents (1976-2016). Task: Predict the product of the given reaction. (1) Given the reactants [CH3:1][NH:2][C:3]1[C:8]([CH:9]=O)=[CH:7][N:6]=[C:5]2[NH:11][CH:12]=[N:13][C:4]=12.[F:14][C:15]1[C:21]([O:22][CH3:23])=[CH:20][C:19]([O:24][CH3:25])=[C:18]([F:26])[C:16]=1[NH2:17].CC1(C)[C@]2(CS(O)(=O)=O)C(C[C@H]1CC2)=O.C1(C)C=CC=CC=1.O1CCCC1.[AlH4-].[Li+], predict the reaction product. The product is: [F:14][C:15]1[C:21]([O:22][CH3:23])=[CH:20][C:19]([O:24][CH3:25])=[C:18]([F:26])[C:16]=1[NH:17][CH2:9][C:8]1[C:3]([NH:2][CH3:1])=[C:4]2[N:13]=[CH:12][NH:11][C:5]2=[N:6][CH:7]=1. (2) The product is: [C:29]([O:28][C@@H:27]1[C@:32]([CH2:64][CH2:65][O:66][C:67](=[O:69])[CH3:68])([O:33][CH2:34][C:35]2[CH:36]=[CH:37][CH:38]=[CH:39][CH:40]=2)[C@@:41]([CH2:52][O:53][S:54]([C:57]2[CH:62]=[CH:61][C:60]([CH3:63])=[CH:59][CH:58]=2)(=[O:56])=[O:55])([CH2:43][O:44][CH2:45][C:46]2[CH:47]=[CH:48][CH:49]=[CH:50][CH:51]=2)[O:42][C@H:26]1[N:1]1[CH:9]=[C:7]([CH3:8])[C:5](=[O:6])[NH:4][C:2]1=[O:3])(=[O:31])[CH3:30]. Given the reactants [NH:1]1[CH:9]=[C:7]([CH3:8])[C:5](=[O:6])[NH:4][C:2]1=[O:3].C/C(/O[Si](C)(C)C)=N\[Si](C)(C)C.C(O[CH:26]1[O:42][C@:41]([CH2:52][O:53][S:54]([C:57]2[CH:62]=[CH:61][C:60]([CH3:63])=[CH:59][CH:58]=2)(=[O:56])=[O:55])([CH2:43][O:44][CH2:45][C:46]2[CH:51]=[CH:50][CH:49]=[CH:48][CH:47]=2)[C@@:32]([CH2:64][CH2:65][O:66][C:67](=[O:69])[CH3:68])([O:33][CH2:34][C:35]2[CH:40]=[CH:39][CH:38]=[CH:37][CH:36]=2)[C@H:27]1[O:28][C:29](=[O:31])[CH3:30])(=O)C.C[Si](OS(C(F)(F)F)(=O)=O)(C)C.C(=O)(O)[O-].[Na+], predict the reaction product. (3) Given the reactants [Li+].CC([N-]C(C)C)C.[C:9]([N:12]1[CH2:17][CH2:16][O:15][CH2:14][CH2:13]1)(=[O:11])[CH3:10].[C:18]1([C:24]2[CH:32]=[CH:31][CH:30]=[C:29]3[C:25]=2[CH2:26][CH2:27][C:28]3=[O:33])[CH:23]=[CH:22][CH:21]=[CH:20][CH:19]=1.Cl.C(Cl)Cl.[C:38]([O-:41])([OH:40])=O.[Na+].[AlH3].N(CC)(C)C, predict the reaction product. The product is: [C:28]([OH:33])(=[O:11])/[CH:29]=[CH:30]\[C:38]([OH:41])=[O:40].[C:18]1([C:24]2[CH:32]=[CH:31][CH:30]=[C:29]3[C:25]=2[CH2:26][CH:27]=[C:28]3[CH2:10][CH2:9][N:12]2[CH2:17][CH2:16][O:15][CH2:14][CH2:13]2)[CH:23]=[CH:22][CH:21]=[CH:20][CH:19]=1. (4) Given the reactants [NH2:1][N:2]1[C:10]2[C:6]([N:7]3[N:13]([CH2:14][CH:15]4[CH2:17][CH2:16]4)[C:12](=[O:18])[N:11]([CH2:19][CH2:20][N:21]4[CH:25]=[C:24]([C:26](O)=[O:27])[CH:23]=[N:22]4)[CH:8]3[N:9]=2)=[C:5]([C:29]2[O:30][CH:31]=[CH:32][CH:33]=2)[N:4]=[CH:3]1.S(Cl)(Cl)=O.[CH:38]1([NH2:41])[CH2:40][CH2:39]1, predict the reaction product. The product is: [NH2:1][N:2]1[C:10]2[C:6]([N:7]3[N:13]([CH2:14][CH:15]4[CH2:17][CH2:16]4)[C:12](=[O:18])[N:11]([CH2:19][CH2:20][N:21]4[CH:25]=[C:24]([C:26]([NH:41][CH:38]5[CH2:40][CH2:39]5)=[O:27])[CH:23]=[N:22]4)[CH:8]3[N:9]=2)=[C:5]([C:29]2[O:30][CH:31]=[CH:32][CH:33]=2)[N:4]=[CH:3]1. (5) Given the reactants OCC[C:4]1[CH:5]=[C:6]2[C:11](=[CH:12][CH:13]=1)[C:10](NC)=[C:9](C(=O)C)[CH:8]=[CH:7]2.C(#N)CC#N, predict the reaction product. The product is: [CH:10]1[C:11]2[C:6](=[CH:5][CH:4]=[CH:13][CH:12]=2)[CH:7]=[CH:8][CH:9]=1. (6) Given the reactants Cl[C:2]([O:4][CH2:5][Cl:6])=[O:3].[CH3:7][CH:8]([OH:10])[CH3:9].N1C=CC=CC=1, predict the reaction product. The product is: [C:2](=[O:3])([O:10][CH:8]([CH3:9])[CH3:7])[O:4][CH2:5][Cl:6]. (7) Given the reactants [CH3:1][O:2][C:3]1[CH:4]=[C:5]([CH:10]=[CH:11][C:12]=1[N+:13]([O-])=O)[CH2:6][N:7]([CH3:9])[CH3:8].NC1C=CC=CC=1, predict the reaction product. The product is: [CH3:9][N:7]([CH2:6][C:5]1[CH:10]=[CH:11][C:12]([NH2:13])=[C:3]([O:2][CH3:1])[CH:4]=1)[CH3:8]. (8) Given the reactants [CH2:1]([O:3][C:4](=[O:8])[CH2:5][C:6]#[N:7])[CH3:2].[H-].[Na+].[Br:11][C:12]1[CH:17]=[C:16]([CH3:18])[C:15]([N:19]2[C:23]3[N:24]=[C:25]([CH3:41])[N:26]=[C:27]([N:28]4[CH2:33][CH2:32][CH:31]([CH2:34][CH2:35]OS(C)(=O)=O)[CH2:30][CH2:29]4)[C:22]=3[C:21]([CH3:42])=[C:20]2[CH3:43])=[C:14]([CH3:44])[CH:13]=1.[Na+].[I-].OS([O-])(=O)=O.[K+], predict the reaction product. The product is: [CH2:1]([O:3][C:4](=[O:8])[CH:5]([C:6]#[N:7])[CH2:35][CH2:34][CH:31]1[CH2:32][CH2:33][N:28]([C:27]2[C:22]3[C:21]([CH3:42])=[C:20]([CH3:43])[N:19]([C:15]4[C:16]([CH3:18])=[CH:17][C:12]([Br:11])=[CH:13][C:14]=4[CH3:44])[C:23]=3[N:24]=[C:25]([CH3:41])[N:26]=2)[CH2:29][CH2:30]1)[CH3:2]. (9) The product is: [OH:5][CH2:4][C:3]([C:7]1[O:11][N:10]=[C:9]([NH:12][C:13]([NH:47][C:44]2[CH:43]=[CH:42][C:41]([C:39]3[N:38]=[C:36]4[N:35]([CH:40]=3)[C:34]3[CH:48]=[CH:49][C:31]([O:30][CH2:29][CH2:28][N:22]5[CH2:23][CH2:24][O:25][CH2:26][CH2:27]5)=[CH:32][C:33]=3[S:37]4)=[CH:46][CH:45]=2)=[O:21])[CH:8]=1)([CH2:2][OH:1])[CH3:6]. Given the reactants [OH:1][CH2:2][C:3]([C:7]1[O:11][N:10]=[C:9]([NH:12][C:13](=[O:21])OC2C=CC=CC=2)[CH:8]=1)([CH3:6])[CH2:4][OH:5].[N:22]1([CH2:28][CH2:29][O:30][C:31]2[CH:49]=[CH:48][C:34]3[N:35]4[CH:40]=[C:39]([C:41]5[CH:46]=[CH:45][C:44]([NH2:47])=[CH:43][CH:42]=5)[N:38]=[C:36]4[S:37][C:33]=3[CH:32]=2)[CH2:27][CH2:26][O:25][CH2:24][CH2:23]1, predict the reaction product. (10) The product is: [CH3:1][O:2][C:3]([CH:5]1[CH:10]([NH:11][S:40]([C:37]2[CH:38]=[CH:39][C:34]([O:33][CH2:32][C:30]3[C:29]4[C:24](=[CH:25][CH:26]=[CH:27][CH:28]=4)[N:23]=[C:22]([CH3:21])[CH:31]=3)=[CH:35][CH:36]=2)(=[O:41])=[O:42])[CH:9]2[N:12]([C:13]([O:15][C:16]([CH3:19])([CH3:18])[CH3:17])=[O:14])[CH:6]1[CH2:7][CH2:8]2)=[O:4]. Given the reactants [CH3:1][O:2][C:3]([CH:5]1[CH:10]([NH2:11])[CH:9]2[N:12]([C:13]([O:15][C:16]([CH3:19])([CH3:18])[CH3:17])=[O:14])[CH:6]1[CH2:7][CH2:8]2)=[O:4].Cl.[CH3:21][C:22]1[CH:31]=[C:30]([CH2:32][O:33][C:34]2[CH:39]=[CH:38][C:37]([S:40](Cl)(=[O:42])=[O:41])=[CH:36][CH:35]=2)[C:29]2[C:24](=[CH:25][CH:26]=[CH:27][CH:28]=2)[N:23]=1.C(N(CC)C(C)C)(C)C, predict the reaction product.